Dataset: NCI-60 drug combinations with 297,098 pairs across 59 cell lines. Task: Regression. Given two drug SMILES strings and cell line genomic features, predict the synergy score measuring deviation from expected non-interaction effect. (1) Drug 1: C1CN(CCN1C(=O)CCBr)C(=O)CCBr. Drug 2: CC1=C(C(=O)C2=C(C1=O)N3CC4C(C3(C2COC(=O)N)OC)N4)N. Cell line: SR. Synergy scores: CSS=86.6, Synergy_ZIP=0.942, Synergy_Bliss=0.923, Synergy_Loewe=1.13, Synergy_HSA=4.09. (2) Drug 1: C1=CC(=CC=C1CCC2=CNC3=C2C(=O)NC(=N3)N)C(=O)NC(CCC(=O)O)C(=O)O. Drug 2: CNC(=O)C1=NC=CC(=C1)OC2=CC=C(C=C2)NC(=O)NC3=CC(=C(C=C3)Cl)C(F)(F)F. Cell line: TK-10. Synergy scores: CSS=50.3, Synergy_ZIP=-6.42, Synergy_Bliss=-5.94, Synergy_Loewe=-10.1, Synergy_HSA=-2.78.